Dataset: Forward reaction prediction with 1.9M reactions from USPTO patents (1976-2016). Task: Predict the product of the given reaction. The product is: [CH2:1]([C:8]1[CH:9]=[C:10]([NH:19][CH2:20][C:21]([OH:22])=[O:33])[C:11]([C:14]([O:16][CH2:17][CH3:18])=[O:15])=[N:12][CH:13]=1)[C:2]1[CH:3]=[CH:4][CH:5]=[CH:6][CH:7]=1. Given the reactants [CH2:1]([C:8]1[CH:9]=[C:10]([NH:19][CH2:20][C:21](N2CCOCC2)=[O:22])[C:11]([C:14]([O:16][CH2:17][CH3:18])=[O:15])=[N:12][CH:13]=1)[C:2]1[CH:7]=[CH:6][CH:5]=[CH:4][CH:3]=1.ClC(=O)CC(OCC)=[O:33], predict the reaction product.